This data is from Catalyst prediction with 721,799 reactions and 888 catalyst types from USPTO. The task is: Predict which catalyst facilitates the given reaction. (1) Reactant: [NH2:1][S:2]([N:5]1[CH2:11][CH2:10][CH2:9][N:8]([C:12]([O:14][C:15]([CH3:18])([CH3:17])[CH3:16])=[O:13])[CH2:7][CH2:6]1)(=[O:4])=[O:3].[F:19][C:20]1[C:50]([F:51])=[CH:49][CH:48]=[CH:47][C:21]=1[CH2:22][S:23][C:24]1[N:29]=[C:28](NS(N2CCCNCC2)(=O)=O)[CH:27]=[C:26]([O:41][C@H:42](C)[C@H](O)C)[N:25]=1.C1(P(C2CCCCC2)C2C=CC=CC=2C2C(C(C)C)=CC(C(C)C)=CC=2C(C)C)CCCCC1.C(=O)([O-])[O-].[Cs+].[Cs+].ClC1C=C(OC)N=C(SCC2C=CC=C(F)C=2F)N=1.[Cl-].[NH4+]. Product: [F:19][C:20]1[C:50]([F:51])=[CH:49][CH:48]=[CH:47][C:21]=1[CH2:22][S:23][C:24]1[N:29]=[C:28]([NH:1][S:2]([N:5]2[CH2:11][CH2:10][CH2:9][N:8]([C:12]([O:14][C:15]([CH3:18])([CH3:17])[CH3:16])=[O:13])[CH2:7][CH2:6]2)(=[O:3])=[O:4])[CH:27]=[C:26]([O:41][CH3:42])[N:25]=1. The catalyst class is: 62. (2) Reactant: [I:1][C:2]1[CH:7]=[CH:6][C:5]([CH2:8][CH:9]([CH3:13])[C:10]([OH:12])=O)=[CH:4][CH:3]=1.CN(C(O[N:22]1N=N[C:24]2C=CC=C[C:23]1=2)=[N+](C)C)C.[B-](F)(F)(F)F.CCN(C(C)C)C(C)C.C(N)C. Product: [CH2:23]([NH:22][C:10](=[O:12])[CH:9]([CH3:13])[CH2:8][C:5]1[CH:4]=[CH:3][C:2]([I:1])=[CH:7][CH:6]=1)[CH3:24]. The catalyst class is: 3. (3) Reactant: [Li+].[Cl-].CON(C)[C:6]([C@@H:8]1[C:11](=[O:12])[N:10]([C:13]([C:26]2[CH:31]=[CH:30][CH:29]=[CH:28][CH:27]=2)([C:20]2[CH:25]=[CH:24][CH:23]=[CH:22][CH:21]=2)[C:14]2[CH:19]=[CH:18][CH:17]=[CH:16][CH:15]=2)[C@H:9]1[CH2:32][C:33]([O:35][CH3:36])=[O:34])=[O:7].[CH3:38][Mg+].[Br-]. Product: [C:6]([C@H:8]1[C:11](=[O:12])[N:10]([C:13]([C:14]2[CH:19]=[CH:18][CH:17]=[CH:16][CH:15]=2)([C:20]2[CH:25]=[CH:24][CH:23]=[CH:22][CH:21]=2)[C:26]2[CH:31]=[CH:30][CH:29]=[CH:28][CH:27]=2)[C@H:9]1[CH2:32][C:33]([O:35][CH3:36])=[O:34])(=[O:7])[CH3:38]. The catalyst class is: 49. (4) Reactant: S(=O)(=O)(O)O.O.[CH3:7][N:8]([CH3:26])[S:9]([C:12]1[C:20]2[O:19]C(C(C)(C)C)=[N:17][C:16]=2[CH:15]=[CH:14][C:13]=1[Cl:25])(=[O:11])=[O:10]. Product: [NH2:17][C:16]1[C:20]([OH:19])=[C:12]([S:9]([N:8]([CH3:7])[CH3:26])(=[O:10])=[O:11])[C:13]([Cl:25])=[CH:14][CH:15]=1. The catalyst class is: 12. (5) Reactant: [Cl:1][C:2]1[C:3]([F:44])=[C:4]([C@@H:8]2[C@:12]([C:15]3[CH:20]=[CH:19][C:18]([Cl:21])=[CH:17][C:16]=3[F:22])([C:13]#[N:14])[C@H:11]([CH2:23][C:24]([CH3:27])([CH3:26])[CH3:25])[NH:10][C@H:9]2[C:28]([NH:30][C:31]2[CH:32]=[CH:33][C:34]3[O:38][C:37]([C:39]([O:41]C)=[O:40])=[N:36][C:35]=3[CH:43]=2)=[O:29])[CH:5]=[CH:6][CH:7]=1.O.[OH-].[Li+].Cl. Product: [Cl:1][C:2]1[C:3]([F:44])=[C:4]([C@@H:8]2[C@:12]([C:15]3[CH:20]=[CH:19][C:18]([Cl:21])=[CH:17][C:16]=3[F:22])([C:13]#[N:14])[C@H:11]([CH2:23][C:24]([CH3:27])([CH3:25])[CH3:26])[NH:10][C@H:9]2[C:28]([NH:30][C:31]2[CH:32]=[CH:33][C:34]3[O:38][C:37]([C:39]([OH:41])=[O:40])=[N:36][C:35]=3[CH:43]=2)=[O:29])[CH:5]=[CH:6][CH:7]=1. The catalyst class is: 20. (6) Reactant: C(OC(=O)[NH:7][C:8]1[CH:13]=[CH:12][C:11]([C:14]2[CH:19]=[CH:18][CH:17]=[CH:16][C:15]=2[F:20])=[CH:10][C:9]=1[NH:21][C:22](=[O:33])[CH2:23][C:24]([C:26]1[S:27][CH:28]=[CH:29][C:30]=1[C:31]#[N:32])=O)(C)(C)C.C(O)(C(F)(F)F)=O. Product: [F:20][C:15]1[CH:16]=[CH:17][CH:18]=[CH:19][C:14]=1[C:11]1[CH:12]=[CH:13][C:8]2[NH:7][C:24]([C:26]3[S:27][CH:28]=[CH:29][C:30]=3[C:31]#[N:32])=[CH:23][C:22](=[O:33])[NH:21][C:9]=2[CH:10]=1. The catalyst class is: 2. (7) Reactant: [CH3:1][O:2][CH2:3][C:4]1[CH:9]=[CH:8][C:7]([O:10][C:11]2[CH:16]=[CH:15][C:14]([N+:17]([O-])=O)=[C:13]([O:20][CH3:21])[CH:12]=2)=[CH:6][N:5]=1.[Cl-].[Ca+2].[Cl-].C(O)C. Product: [CH3:21][O:20][C:13]1[CH:12]=[C:11]([O:10][C:7]2[CH:6]=[N:5][C:4]([CH2:3][O:2][CH3:1])=[CH:9][CH:8]=2)[CH:16]=[CH:15][C:14]=1[NH2:17]. The catalyst class is: 150.